This data is from NCI-60 drug combinations with 297,098 pairs across 59 cell lines. The task is: Regression. Given two drug SMILES strings and cell line genomic features, predict the synergy score measuring deviation from expected non-interaction effect. (1) Drug 1: CC(C1=C(C=CC(=C1Cl)F)Cl)OC2=C(N=CC(=C2)C3=CN(N=C3)C4CCNCC4)N. Drug 2: C1C(C(OC1N2C=NC3=C2NC=NCC3O)CO)O. Cell line: UACC-257. Synergy scores: CSS=0.439, Synergy_ZIP=1.07, Synergy_Bliss=1.22, Synergy_Loewe=-1.23, Synergy_HSA=-0.559. (2) Drug 1: CC(C)NC(=O)C1=CC=C(C=C1)CNNC.Cl. Drug 2: COCCOC1=C(C=C2C(=C1)C(=NC=N2)NC3=CC=CC(=C3)C#C)OCCOC.Cl. Cell line: HT29. Synergy scores: CSS=2.24, Synergy_ZIP=0.142, Synergy_Bliss=2.88, Synergy_Loewe=1.28, Synergy_HSA=-0.0128. (3) Drug 1: C1=CN(C(=O)N=C1N)C2C(C(C(O2)CO)O)O.Cl. Drug 2: CC(C)(C#N)C1=CC(=CC(=C1)CN2C=NC=N2)C(C)(C)C#N. Cell line: K-562. Synergy scores: CSS=40.2, Synergy_ZIP=11.7, Synergy_Bliss=13.1, Synergy_Loewe=2.51, Synergy_HSA=8.51. (4) Drug 1: CC12CCC(CC1=CCC3C2CCC4(C3CC=C4C5=CN=CC=C5)C)O. Drug 2: CS(=O)(=O)OCCCCOS(=O)(=O)C. Cell line: UACC-257. Synergy scores: CSS=-7.28, Synergy_ZIP=1.06, Synergy_Bliss=-4.13, Synergy_Loewe=-13.3, Synergy_HSA=-8.93. (5) Drug 1: CN1C(=O)N2C=NC(=C2N=N1)C(=O)N. Drug 2: COC1=C2C(=CC3=C1OC=C3)C=CC(=O)O2. Cell line: SF-268. Synergy scores: CSS=-4.17, Synergy_ZIP=0.325, Synergy_Bliss=-2.51, Synergy_Loewe=-3.42, Synergy_HSA=-4.19. (6) Drug 1: CN(C)C1=NC(=NC(=N1)N(C)C)N(C)C. Drug 2: C1=CC(=CC=C1C#N)C(C2=CC=C(C=C2)C#N)N3C=NC=N3. Cell line: OVCAR-8. Synergy scores: CSS=-12.2, Synergy_ZIP=2.19, Synergy_Bliss=-4.77, Synergy_Loewe=-9.61, Synergy_HSA=-10.2. (7) Cell line: NCI-H522. Drug 1: CC1CCCC2(C(O2)CC(NC(=O)CC(C(C(=O)C(C1O)C)(C)C)O)C(=CC3=CSC(=N3)C)C)C. Synergy scores: CSS=58.4, Synergy_ZIP=-2.23, Synergy_Bliss=-14.0, Synergy_Loewe=-31.1, Synergy_HSA=-10.3. Drug 2: CC12CCC3C(C1CCC2OP(=O)(O)O)CCC4=C3C=CC(=C4)OC(=O)N(CCCl)CCCl.[Na+].